This data is from NCI-60 drug combinations with 297,098 pairs across 59 cell lines. The task is: Regression. Given two drug SMILES strings and cell line genomic features, predict the synergy score measuring deviation from expected non-interaction effect. (1) Drug 1: CCC1=C2CN3C(=CC4=C(C3=O)COC(=O)C4(CC)O)C2=NC5=C1C=C(C=C5)O. Drug 2: C(CC(=O)O)C(=O)CN.Cl. Cell line: SF-268. Synergy scores: CSS=21.4, Synergy_ZIP=-9.56, Synergy_Bliss=-3.98, Synergy_Loewe=-17.1, Synergy_HSA=-2.08. (2) Drug 1: CCN(CC)CCCC(C)NC1=C2C=C(C=CC2=NC3=C1C=CC(=C3)Cl)OC. Drug 2: CC1CCCC2(C(O2)CC(NC(=O)CC(C(C(=O)C(C1O)C)(C)C)O)C(=CC3=CSC(=N3)C)C)C. Cell line: T-47D. Synergy scores: CSS=40.7, Synergy_ZIP=0.856, Synergy_Bliss=0.433, Synergy_Loewe=-7.55, Synergy_HSA=1.66. (3) Drug 1: CC1=C2C(C(=O)C3(C(CC4C(C3C(C(C2(C)C)(CC1OC(=O)C(C(C5=CC=CC=C5)NC(=O)OC(C)(C)C)O)O)OC(=O)C6=CC=CC=C6)(CO4)OC(=O)C)OC)C)OC. Drug 2: C1=CC=C(C=C1)NC(=O)CCCCCCC(=O)NO. Cell line: DU-145. Synergy scores: CSS=61.6, Synergy_ZIP=3.21, Synergy_Bliss=2.91, Synergy_Loewe=2.70, Synergy_HSA=6.04. (4) Drug 1: C1CC(=O)NC(=O)C1N2CC3=C(C2=O)C=CC=C3N. Drug 2: CCCCC(=O)OCC(=O)C1(CC(C2=C(C1)C(=C3C(=C2O)C(=O)C4=C(C3=O)C=CC=C4OC)O)OC5CC(C(C(O5)C)O)NC(=O)C(F)(F)F)O. Cell line: UACC-257. Synergy scores: CSS=3.36, Synergy_ZIP=-0.0464, Synergy_Bliss=1.72, Synergy_Loewe=1.56, Synergy_HSA=0.892. (5) Drug 1: CC(CN1CC(=O)NC(=O)C1)N2CC(=O)NC(=O)C2. Drug 2: CC1C(C(CC(O1)OC2CC(OC(C2O)C)OC3=CC4=CC5=C(C(=O)C(C(C5)C(C(=O)C(C(C)O)O)OC)OC6CC(C(C(O6)C)O)OC7CC(C(C(O7)C)O)OC8CC(C(C(O8)C)O)(C)O)C(=C4C(=C3C)O)O)O)O. Cell line: SR. Synergy scores: CSS=72.5, Synergy_ZIP=12.4, Synergy_Bliss=12.7, Synergy_Loewe=14.2, Synergy_HSA=14.7. (6) Drug 1: CC1=C(C(=CC=C1)Cl)NC(=O)C2=CN=C(S2)NC3=CC(=NC(=N3)C)N4CCN(CC4)CCO. Drug 2: C1=NNC2=C1C(=O)NC=N2. Cell line: 786-0. Synergy scores: CSS=4.67, Synergy_ZIP=-3.87, Synergy_Bliss=-2.76, Synergy_Loewe=-14.1, Synergy_HSA=-4.28.